This data is from Forward reaction prediction with 1.9M reactions from USPTO patents (1976-2016). The task is: Predict the product of the given reaction. (1) Given the reactants [NH:1]1[CH:5]=[CH:4][N:3]=[CH:2]1.[H-].[Na+].Br[CH2:9][CH2:10][O:11][CH2:12][CH2:13][O:14][CH3:15].O, predict the reaction product. The product is: [CH3:15][O:14][CH2:13][CH2:12][O:11][CH2:10][CH2:9][N:1]1[CH:5]=[CH:4][N:3]=[CH:2]1. (2) Given the reactants [CH:1]1([C:4]2[C:5]([O:18][CH2:19][C:20]3(C(F)(F)F)[CH2:25][CH2:24][CH2:23][CH2:22][CH2:21]3)=[CH:6][C:7]([F:17])=[C:8]([CH:16]=2)[C:9]([O:11]C(C)(C)C)=[O:10])[CH2:3][CH2:2]1.C1(COC2C(C3CC3)=CC(C(OC(C)(C)C)=O)=C(F)C=2)CCCCC1, predict the reaction product. The product is: [CH:20]1([CH2:19][O:18][C:5]2[C:4]([CH:1]3[CH2:2][CH2:3]3)=[CH:16][C:8]([C:9]([OH:11])=[O:10])=[C:7]([F:17])[CH:6]=2)[CH2:21][CH2:22][CH2:23][CH2:24][CH2:25]1. (3) Given the reactants [CH3:1][O:2][CH2:3][C@@H:4]1[C@H:6](/[CH:7]=[CH:8]/[C:9](/[CH3:14])=[CH:10]/[C:11]([OH:13])=[O:12])[C@@:5]1([CH3:27])[C:15]1[CH:20]=[C:19]([CH:21]([CH3:23])[CH3:22])[CH:18]=[C:17]([CH:24]([CH3:26])[CH3:25])[CH:16]=1.COC[C@@H]1[C@@H](/C=C/C(/C)=C/C(OCC)=O)[C@]1(C)C1C=C(C(C)C)C=C(C(C)C)C=1, predict the reaction product. The product is: [CH3:1][O:2][CH2:3][C@@H:4]1[C@@H:6](/[CH:7]=[CH:8]/[C:9](/[CH3:14])=[CH:10]/[C:11]([OH:13])=[O:12])[C@:5]1([CH3:27])[C:15]1[CH:16]=[C:17]([CH:24]([CH3:25])[CH3:26])[CH:18]=[C:19]([CH:21]([CH3:23])[CH3:22])[CH:20]=1. (4) Given the reactants [CH2:1]([NH:8][C:9]1[C:18]2[C:13](=[CH:14][CH:15]=[CH:16][CH:17]=2)[N:12]=[C:11]([Cl:19])[C:10]=1[N+:20]([O-])=O)[C:2]1[CH:7]=[CH:6][CH:5]=[CH:4][CH:3]=1, predict the reaction product. The product is: [CH2:1]([NH:8][C:9]1[C:18]2[C:13](=[CH:14][CH:15]=[CH:16][CH:17]=2)[N:12]=[C:11]([Cl:19])[C:10]=1[NH2:20])[C:2]1[CH:3]=[CH:4][CH:5]=[CH:6][CH:7]=1. (5) Given the reactants [CH3:1][O:2][C:3]1[CH:8]=[CH:7][C:6](B(O)O)=[CH:5][CH:4]=1.C(=O)([O-])[O-].[K+].[K+].Br[C:19]1[S:23][C:22]([C:24]([O:26][CH3:27])=[O:25])=[C:21]([CH3:28])[C:20]=1[CH3:29].C(O)C, predict the reaction product. The product is: [CH3:1][O:2][C:3]1[CH:8]=[CH:7][C:6]([C:19]2[S:23][C:22]([C:24]([O:26][CH3:27])=[O:25])=[C:21]([CH3:28])[C:20]=2[CH3:29])=[CH:5][CH:4]=1. (6) The product is: [F:1][C:2]1[CH:15]=[CH:14][C:5]([CH2:6][S:7](/[CH:10]=[CH:11]/[C:22]2[CH:21]=[CH:18][C:17]([F:16])=[CH:24][C:23]=2[F:25])(=[O:9])=[O:8])=[CH:4][CH:3]=1. Given the reactants [F:1][C:2]1[CH:15]=[CH:14][C:5]([CH2:6][S:7]([CH2:10][C:11](O)=O)(=[O:9])=[O:8])=[CH:4][CH:3]=1.[F:16][C:17]1[CH:24]=[C:23]([F:25])[CH:22]=[CH:21][C:18]=1C=O, predict the reaction product. (7) Given the reactants [CH:1]1([CH2:4][N:5]2[C:10](=[O:11])[CH2:9][O:8][C:7]3[N:12]=[C:13]([C:22]4[CH:27]=[CH:26][C:25]([C:28]5([NH:32]C(=O)OC(C)(C)C)[CH2:31][CH2:30][CH2:29]5)=[CH:24][CH:23]=4)[C:14]([C:16]4[CH:21]=[CH:20][CH:19]=[CH:18][CH:17]=4)=[CH:15][C:6]2=3)[CH2:3][CH2:2]1, predict the reaction product. The product is: [NH2:32][C:28]1([C:25]2[CH:24]=[CH:23][C:22]([C:13]3[C:14]([C:16]4[CH:17]=[CH:18][CH:19]=[CH:20][CH:21]=4)=[CH:15][C:6]4[N:5]([CH2:4][CH:1]5[CH2:2][CH2:3]5)[C:10](=[O:11])[CH2:9][O:8][C:7]=4[N:12]=3)=[CH:27][CH:26]=2)[CH2:29][CH2:30][CH2:31]1. (8) Given the reactants [CH3:1][C:2]1[CH:3]=[CH:4][C:5]([CH:8]2[CH2:12][CH2:11][N:10](C(OC(C)(C)C)=O)[CH2:9]2)=[N:6][CH:7]=1.C(O)(C(F)(F)F)=O, predict the reaction product. The product is: [CH3:1][C:2]1[CH:3]=[CH:4][C:5]([CH:8]2[CH2:12][CH2:11][NH:10][CH2:9]2)=[N:6][CH:7]=1.